Dataset: Reaction yield outcomes from USPTO patents with 853,638 reactions. Task: Predict the reaction yield, written as a fraction of the theoretical maximum amount of product (1.0 means a 100% yield; for example, 0.34 means a 34% yield). (1) The reactants are [N+:1]([C:4]1[CH:9]=[CH:8][C:7]([OH:10])=[CH:6][CH:5]=1)([O-:3])=[O:2].C([O-])([O-])=O.[K+].[K+].Cl[CH2:18][C:19]([O:21][CH3:22])=[O:20]. The catalyst is CC(C)=O. The product is [N+:1]([C:4]1[CH:9]=[CH:8][C:7]([O:10][CH2:18][C:19]([O:21][CH3:22])=[O:20])=[CH:6][CH:5]=1)([O-:3])=[O:2]. The yield is 0.725. (2) The reactants are [H-].[Na+].[Br:3][C:4]1[CH:9]=[CH:8][C:7](/[C:10](=[N:16]\[OH:17])/[C:11]([O:13][CH2:14][CH3:15])=[O:12])=[CH:6][CH:5]=1.Cl[CH2:19][C:20]1[CH:39]=[CH:38][C:23]([O:24][CH2:25][C:26]2[N:27]=[C:28]([C:32]3[CH:37]=[CH:36][CH:35]=[CH:34][CH:33]=3)[O:29][C:30]=2[CH3:31])=[CH:22][CH:21]=1.Cl.C(=O)(O)[O-].[Na+]. The catalyst is CN(C)C=O. The product is [Br:3][C:4]1[CH:9]=[CH:8][C:7](/[C:10](=[N:16]\[O:17][CH2:19][C:20]2[CH:21]=[CH:22][C:23]([O:24][CH2:25][C:26]3[N:27]=[C:28]([C:32]4[CH:37]=[CH:36][CH:35]=[CH:34][CH:33]=4)[O:29][C:30]=3[CH3:31])=[CH:38][CH:39]=2)/[C:11]([O:13][CH2:14][CH3:15])=[O:12])=[CH:6][CH:5]=1. The yield is 0.730. (3) The yield is 1.00. The catalyst is [Pd].O. The reactants are [N+:1]([C:4]1[CH:9]=[CH:8][CH:7]=[CH:6][C:5]=1[C:10]1[N:11]=[C:12]2[CH:17]=[CH:16][CH:15]=[CH:14][N:13]2[CH:18]=1)([O-])=O.C(O)C.Cl. The product is [N:11]1[C:10]([C:5]2[CH:6]=[CH:7][CH:8]=[CH:9][C:4]=2[NH2:1])=[CH:18][N:13]2[CH2:14][CH2:15][CH2:16][CH2:17][C:12]=12. (4) The reactants are NC(N)=O.[CH3:5][O:6][CH2:7][CH2:8][NH:9][S:10]([C:13]1[C:18]([Cl:19])=[CH:17][CH:16]=[C:15]([NH2:20])[C:14]=1[OH:21])(=[O:12])=[O:11].[Br:22][C:23]1[CH:28]=[CH:27][CH:26]=[CH:25][C:24]=1[N:29]=[C:30]=[O:31]. No catalyst specified. The product is [Br:22][C:23]1[CH:28]=[CH:27][CH:26]=[CH:25][C:24]=1[NH:29][C:30]([NH:20][C:15]1[CH:16]=[CH:17][C:18]([Cl:19])=[C:13]([S:10]([NH:9][CH2:8][CH2:7][O:6][CH3:5])(=[O:12])=[O:11])[C:14]=1[OH:21])=[O:31]. The yield is 0.720. (5) The reactants are [F:1][C:2]1[CH:3]=[CH:4][C:5]([O:15][C:16]([F:19])([F:18])[F:17])=[C:6]2[C:10]=1[N:9]([CH2:11][CH2:12][O:13][CH3:14])[CH:8]=[CH:7]2.[C:20](O[C:20]([C:22]([F:25])([F:24])[F:23])=[O:21])([C:22]([F:25])([F:24])[F:23])=[O:21]. The catalyst is CN(C=O)C. The product is [F:23][C:22]([F:25])([F:24])[C:20]([C:7]1[C:6]2[C:10](=[C:2]([F:1])[CH:3]=[CH:4][C:5]=2[O:15][C:16]([F:19])([F:17])[F:18])[N:9]([CH2:11][CH2:12][O:13][CH3:14])[CH:8]=1)=[O:21]. The yield is 0.890. (6) The reactants are [CH3:1][O:2][C:3]1[CH:8]=[C:7]([CH3:9])[C:6]([C:10]2[C:15]([CH3:16])=[CH:14][N:13](O)[CH2:12][C:11]=2[CH3:18])=[C:5]([CH3:19])[CH:4]=1.O.[PH2]([O-])=O.[Na+]. The yield is 0.979. The catalyst is C(O)(=O)C.[Pd]. The product is [CH3:1][O:2][C:3]1[CH:4]=[C:5]([CH3:19])[C:6]([C:10]2[C:15]([CH3:16])=[CH:14][N:13]=[CH:12][C:11]=2[CH3:18])=[C:7]([CH3:9])[CH:8]=1.